This data is from Reaction yield outcomes from USPTO patents with 853,638 reactions. The task is: Predict the reaction yield, written as a fraction of the theoretical maximum amount of product (1.0 means a 100% yield; for example, 0.34 means a 34% yield). The reactants are C([N:8]1[CH2:13][CH2:12][CH:11]([N:14]([C:19]2[CH:24]=[CH:23][C:22]([Cl:25])=[C:21]([O:26][CH3:27])[CH:20]=2)[C:15](=[O:18])[CH2:16][CH3:17])[CH2:10][CH2:9]1)C1C=CC=CC=1.ClC(OC(Cl)C)=O. The catalyst is ClC(Cl)C. The product is [Cl:25][C:22]1[CH:23]=[CH:24][C:19]([N:14]([CH:11]2[CH2:10][CH2:9][NH:8][CH2:13][CH2:12]2)[C:15](=[O:18])[CH2:16][CH3:17])=[CH:20][C:21]=1[O:26][CH3:27]. The yield is 0.850.